This data is from Catalyst prediction with 721,799 reactions and 888 catalyst types from USPTO. The task is: Predict which catalyst facilitates the given reaction. (1) Reactant: C(O)(C(F)(F)F)=O.[CH3:8][O:9][C:10](=[O:24])[CH:11]([OH:23])[CH2:12][CH2:13][CH2:14][NH:15]C(OC(C)(C)C)=O. Product: [CH3:8][O:9][C:10](=[O:24])[CH:11]([OH:23])[CH2:12][CH2:13][CH2:14][NH2:15]. The catalyst class is: 2. (2) Reactant: Cl[C:2]1[C:11]2[C:6](=[CH:7][CH:8]=[CH:9][CH:10]=2)[C:5]([O:12][CH2:13][C:14]2[N:19]=[C:18]([CH2:20][NH:21][CH2:22][CH2:23][C:24]3[CH:29]=[CH:28][CH:27]=[CH:26][CH:25]=3)[CH:17]=[CH:16][CH:15]=2)=[N:4][N:3]=1.CN(C=O)C.C([O-])([O-])=O.[K+].[K+].[N:41]1[CH:46]=[CH:45][CH:44]=[CH:43][C:42]=1B(O)O. Product: [C:24]1([CH2:23][CH2:22][NH:21][CH2:20][C:18]2[CH:17]=[CH:16][CH:15]=[C:14]([CH2:13][O:12][C:5]3[C:6]4[C:11](=[CH:10][CH:9]=[CH:8][CH:7]=4)[C:2]([C:43]4[CH:42]=[N:41][CH:46]=[CH:45][CH:44]=4)=[N:3][N:4]=3)[N:19]=2)[CH:29]=[CH:28][CH:27]=[CH:26][CH:25]=1. The catalyst class is: 103. (3) Reactant: [CH3:1][O:2][C:3](=[O:14])[C:4]1[CH:9]=[CH:8][C:7]([Br:10])=[C:6]([N+:11]([O-])=O)[CH:5]=1.S(S([O-])=O)([O-])=O.[Na+].[Na+].C(=O)([O-])[O-].[Na+].[Na+]. Product: [CH3:1][O:2][C:3](=[O:14])[C:4]1[CH:9]=[CH:8][C:7]([Br:10])=[C:6]([NH2:11])[CH:5]=1. The catalyst class is: 40. (4) Reactant: [NH:1]1[CH2:6][CH2:5][CH:4]([NH:7][C:8](=[O:14])[O:9][C:10]([CH3:13])([CH3:12])[CH3:11])[CH2:3][CH2:2]1.[H-].[Na+].FC(F)(F)S(O[CH2:23][C:24]([F:27])([F:26])[F:25])(=O)=O. Product: [F:25][C:24]([F:27])([F:26])[CH2:23][N:1]1[CH2:2][CH2:3][CH:4]([NH:7][C:8](=[O:14])[O:9][C:10]([CH3:11])([CH3:13])[CH3:12])[CH2:5][CH2:6]1. The catalyst class is: 7. (5) Reactant: FC(F)(F)[C:3]([C:5]1[C:13]2[C:8](=[C:9]([F:14])[CH:10]=[CH:11][CH:12]=2)[NH:7][CH:6]=1)=[O:4].[OH-:17].[Na+]. Product: [F:14][C:9]1[CH:10]=[CH:11][CH:12]=[C:13]2[C:8]=1[NH:7][CH:6]=[C:5]2[C:3]([OH:4])=[O:17]. The catalyst class is: 6. (6) Reactant: [C:1]([C:3]1[CH:18]=[CH:17][C:6]([CH:7]=[C:8]([C:14](=O)[CH3:15])[C:9]([O:11][CH2:12][CH3:13])=[O:10])=[CH:5][CH:4]=1)#[N:2].[NH:19]1[C:23]([NH2:24])=[N:22][C:21]([NH2:25])=[N:20]1.C(=O)(O)[O-].[Na+]. Product: [NH2:24][C:23]1[N:22]=[C:21]2[NH:25][C:14]([CH3:15])=[C:8]([C:9]([O:11][CH2:12][CH3:13])=[O:10])[CH:7]([C:6]3[CH:17]=[CH:18][C:3]([C:1]#[N:2])=[CH:4][CH:5]=3)[N:20]2[N:19]=1. The catalyst class is: 3. (7) The catalyst class is: 17. Product: [Cl:13][C:14]1[CH:26]=[N:25][C:17]2[NH:18][C:19]3[CH2:24][CH2:23][N:22]([S:9]([C:5]4[CH:4]=[C:3]([CH:8]=[CH:7][CH:6]=4)[C:1]#[N:2])(=[O:11])=[O:10])[CH2:21][C:20]=3[C:16]=2[CH:15]=1. Reactant: [C:1]([C:3]1[CH:4]=[C:5]([S:9](Cl)(=[O:11])=[O:10])[CH:6]=[CH:7][CH:8]=1)#[N:2].[Cl:13][C:14]1[CH:26]=[N:25][C:17]2[NH:18][C:19]3[CH2:24][CH2:23][NH:22][CH2:21][C:20]=3[C:16]=2[CH:15]=1.O. (8) Reactant: [C:1]([C:3]1[C:4]([O:14][CH2:15][CH2:16][CH2:17][C:18]2[C:19]([CH2:33][CH2:34][CH3:35])=[N:20][N:21]([C:23]3[CH:28]=[CH:27][C:26]([C:29]([F:32])([F:31])[F:30])=[CH:25][N:24]=3)[CH:22]=2)=[C:5]([CH2:9][C:10]([O:12]C)=[O:11])[CH:6]=[CH:7][CH:8]=1)#[N:2].[OH-].[Na+].O1CCCC1.Cl. The catalyst class is: 5. Product: [C:1]([C:3]1[C:4]([O:14][CH2:15][CH2:16][CH2:17][C:18]2[C:19]([CH2:33][CH2:34][CH3:35])=[N:20][N:21]([C:23]3[CH:28]=[CH:27][C:26]([C:29]([F:30])([F:31])[F:32])=[CH:25][N:24]=3)[CH:22]=2)=[C:5]([CH2:9][C:10]([OH:12])=[O:11])[CH:6]=[CH:7][CH:8]=1)#[N:2]. (9) Reactant: Br.[NH2:2][C@H:3]([C:14]([OH:16])=[O:15])[CH2:4][C:5]1[C:13]2[C:8](=[CH:9][CH:10]=[CH:11][CH:12]=2)[NH:7][CH:6]=1.N1([C:29](=O)[C:28]2N(C)C=N[C:23]=2N(C)C1=O)C. Product: [CH:28]([O:15][C:14](=[O:16])[C@H:3]([CH2:4][C:5]1[C:13]2[C:8](=[CH:9][CH:10]=[CH:11][CH:12]=2)[NH:7][CH:6]=1)[NH2:2])([CH3:29])[CH3:23]. The catalyst class is: 6.